From a dataset of Reaction yield outcomes from USPTO patents with 853,638 reactions. Predict the reaction yield, written as a fraction of the theoretical maximum amount of product (1.0 means a 100% yield; for example, 0.34 means a 34% yield). (1) The catalyst is ClCCl. The reactants are [CH2:1]([O:4][C:5]([NH:7][C@@:8]1([C:17]([OH:19])=[O:18])[CH2:13][CH2:12][C@@H:11]2[C@H:9]1[C@H:10]2[C:14]([OH:16])=[O:15])=[O:6])[CH:2]=[CH2:3].C(N=C=N[CH2:25][CH2:26][CH2:27]N(C)C)C.CN(C1C=CC=CN=1)C.C(O)C=C. The yield is 0.440. The product is [CH2:27]([O:15][C:14]([C@@H:10]1[C@@H:9]2[C@H:11]1[CH2:12][CH2:13][C@@:8]2([NH:7][C:5]([O:4][CH2:1][CH:2]=[CH2:3])=[O:6])[C:17]([OH:19])=[O:18])=[O:16])[CH:26]=[CH2:25]. (2) The reactants are [NH2:1][C:2]1[CH:10]=[C:9]([O:11][CH3:12])[CH:8]=[C:7]([O:13][CH3:14])[C:3]=1[C:4]([NH2:6])=[O:5].C([Si](C)(C)[O:20][CH2:21][CH2:22][O:23][C:24]1[CH:31]=[CH:30][C:27]([CH:28]=O)=[CH:26][C:25]=1[O:32][CH3:33])(C)(C)C.S([O-])(O)=O.[Na+].O.C1(C)C=CC(S(O)(=O)=O)=CC=1. The catalyst is CN(C)C(=O)C. The product is [OH:20][CH2:21][CH2:22][O:23][C:24]1[CH:31]=[CH:30][C:27]([C:28]2[NH:6][C:4](=[O:5])[C:3]3[C:2](=[CH:10][C:9]([O:11][CH3:12])=[CH:8][C:7]=3[O:13][CH3:14])[N:1]=2)=[CH:26][C:25]=1[O:32][CH3:33]. The yield is 0.0780.